Dataset: Full USPTO retrosynthesis dataset with 1.9M reactions from patents (1976-2016). Task: Predict the reactants needed to synthesize the given product. (1) The reactants are: C[O:2][C:3]1[N:8]=[C:7]([O:9]C)[C:6]([CH:11]=[CH:12][C:13]([O:15]C)=[O:14])=[C:5]([CH3:17])[N:4]=1.C(OCC)(=O)C. Given the product [CH3:17][C:5]1[NH:4][C:3](=[O:2])[NH:8][C:7](=[O:9])[C:6]=1[CH:11]=[CH:12][C:13]([OH:15])=[O:14], predict the reactants needed to synthesize it. (2) Given the product [Br:1][C:2]1[CH:7]=[C:6]2[C:5](=[CH:4][CH:3]=1)[NH:13][N:12]=[C:8]2[CH3:9], predict the reactants needed to synthesize it. The reactants are: [Br:1][C:2]1[CH:3]=[CH:4][C:5](F)=[C:6]([C:8](=O)[CH3:9])[CH:7]=1.[NH2:12][NH2:13]. (3) Given the product [Cl:1][C:2]1[N:3]=[C:4]([N:13]2[CH2:18][CH2:17][O:16][CH2:15][CH2:14]2)[C:5]2[S:10][C:9]([CH2:11][NH:22][CH2:21][C:20]([CH3:23])([N:24]3[CH2:29][CH2:28][O:27][CH2:26][CH2:25]3)[CH3:19])=[CH:8][C:6]=2[N:7]=1, predict the reactants needed to synthesize it. The reactants are: [Cl:1][C:2]1[N:3]=[C:4]([N:13]2[CH2:18][CH2:17][O:16][CH2:15][CH2:14]2)[C:5]2[S:10][C:9]([CH:11]=O)=[CH:8][C:6]=2[N:7]=1.[CH3:19][C:20]([N:24]1[CH2:29][CH2:28][O:27][CH2:26][CH2:25]1)([CH3:23])[CH2:21][NH2:22]. (4) Given the product [Br:1][C:2]1[CH:3]=[C:4]([NH:5][C:6]2[C:7]3[N:15]=[C:14]([O:21][CH3:20])[CH:13]=[CH:12][C:8]=3[N:9]=[CH:10][N:11]=2)[CH:17]=[CH:18][CH:19]=1, predict the reactants needed to synthesize it. The reactants are: [Br:1][C:2]1[CH:3]=[C:4]([CH:17]=[CH:18][CH:19]=1)[NH:5][C:6]1[C:7]2[N:15]=[C:14](F)[CH:13]=[CH:12][C:8]=2[N:9]=[CH:10][N:11]=1.[CH3:20][O-:21].[Na+]. (5) Given the product [CH3:9][O:10][C:11]1[CH:12]=[C:13]([C:5]2[N:4]=[N:3][C:2]([NH2:1])=[CH:7][CH:6]=2)[CH:14]=[CH:15][C:16]=1[O:17][CH3:18], predict the reactants needed to synthesize it. The reactants are: [NH2:1][C:2]1[N:3]=[N:4][C:5](Cl)=[CH:6][CH:7]=1.[CH3:9][O:10][C:11]1[CH:12]=[C:13](B(O)O)[CH:14]=[CH:15][C:16]=1[O:17][CH3:18].C([O-])([O-])=O.[K+].[K+].C([O-])(O)=O.[Na+].